Dataset: Full USPTO retrosynthesis dataset with 1.9M reactions from patents (1976-2016). Task: Predict the reactants needed to synthesize the given product. (1) Given the product [F:25][C:22]1[CH:23]=[CH:24][C:19]([C:11]2[C:12]([C:13]3[CH:14]=[CH:15][N:16]=[CH:17][CH:18]=3)=[C:7]([C:5]3[S:6][C:2]([C:32]4[CH:31]=[N:30][CH:35]=[CH:34][CH:33]=4)=[CH:3][CH:4]=3)[C:8]3[C:9](=[N:26][N:27]([CH3:29])[CH:28]=3)[N:10]=2)=[CH:20][CH:21]=1, predict the reactants needed to synthesize it. The reactants are: Br[C:2]1[S:6][C:5]([C:7]2[C:12]([C:13]3[CH:18]=[CH:17][N:16]=[CH:15][CH:14]=3)=[C:11]([C:19]3[CH:24]=[CH:23][C:22]([F:25])=[CH:21][CH:20]=3)[N:10]=[C:9]3[NH:26][N:27]([CH3:29])[CH2:28][C:8]=23)=[CH:4][CH:3]=1.[N:30]1[CH:35]=[CH:34][CH:33]=[C:32](B(O)O)[CH:31]=1.C([O-])([O-])=O.[K+].[K+].COCCOC. (2) Given the product [CH2:27]([CH:11]1[C:10]2[C:5](=[CH:6][CH:7]=[C:8]([F:29])[CH:9]=2)[C:4]2[CH:3]=[C:2]([CH3:30])[CH:15]=[CH:14][C:13]=2[N:12]1[S:16]([C:19]1[CH:24]=[CH:23][C:22]([O:25][CH3:26])=[CH:21][CH:20]=1)(=[O:18])=[O:17])[CH3:28], predict the reactants needed to synthesize it. The reactants are: Br[C:2]1[CH:15]=[CH:14][C:13]2[N:12]([S:16]([C:19]3[CH:24]=[CH:23][C:22]([O:25][CH3:26])=[CH:21][CH:20]=3)(=[O:18])=[O:17])[CH:11]([CH2:27][CH3:28])[C:10]3[C:5](=[CH:6][CH:7]=[C:8]([F:29])[CH:9]=3)[C:4]=2[CH:3]=1.[CH2:30]([Li])CCC.CCCCCC.IC.Cl.[Cl-].[Na+].